Dataset: Forward reaction prediction with 1.9M reactions from USPTO patents (1976-2016). Task: Predict the product of the given reaction. (1) Given the reactants [C:1]1([CH:7]([C:26]2[CH:31]=[CH:30][CH:29]=[CH:28][CH:27]=2)[CH2:8][CH2:9][N:10]2[CH2:15][CH2:14][N:13]([C:16]3[C:17]([CH3:25])=[C:18]([CH:22]=[CH:23][N:24]=3)[C:19](O)=[O:20])[CH2:12][CH2:11]2)[CH:6]=[CH:5][CH:4]=[CH:3][CH:2]=1.[CH2:32]([NH:35][CH:36]1[CH2:41][CH2:40][CH2:39][CH2:38][CH2:37]1)[CH:33]=[CH2:34], predict the reaction product. The product is: [CH2:32]([N:35]([CH:36]1[CH2:41][CH2:40][CH2:39][CH2:38][CH2:37]1)[C:19](=[O:20])[C:18]1[CH:22]=[CH:23][N:24]=[C:16]([N:13]2[CH2:14][CH2:15][N:10]([CH2:9][CH2:8][CH:7]([C:26]3[CH:27]=[CH:28][CH:29]=[CH:30][CH:31]=3)[C:1]3[CH:2]=[CH:3][CH:4]=[CH:5][CH:6]=3)[CH2:11][CH2:12]2)[C:17]=1[CH3:25])[CH:33]=[CH2:34]. (2) Given the reactants [C:1](Cl)(=[O:5])[C:2](Cl)=O.CS(C)=O.[N:11]1[CH:16]=[CH:15][C:14](CCCO)=[CH:13][CH:12]=1.[C:21]([O-])(O)=O.[Na+], predict the reaction product. The product is: [N:11]1[CH:12]=[CH:13][CH:14]=[C:15]([CH2:21][CH2:2][CH:1]=[O:5])[CH:16]=1. (3) Given the reactants [C:1]([O:5][C:6]([NH:8][CH:9]([CH3:13])[C:10]([OH:12])=O)=[O:7])([CH3:4])([CH3:3])[CH3:2].CCN(CC)CC.C(Cl)(=O)OCC.[N+:27](=[CH2:29])=[N-:28], predict the reaction product. The product is: [C:1]([O:5][C:6](=[O:7])[NH:8][CH:9]([CH3:13])[C:10](=[O:12])[CH:29]=[N+:27]=[N-:28])([CH3:2])([CH3:3])[CH3:4]. (4) The product is: [CH:1]1([N:5]2[C:9]3[N:10]=[C:11]([CH:17]4[CH2:18][CH2:19]4)[CH:12]=[C:13]([C:14]([NH:21][CH2:22][C:23]4[C:24](=[O:31])[NH:25][C:26]([CH3:30])=[CH:27][C:28]=4[CH3:29])=[O:15])[C:8]=3[C:7]([CH3:20])=[N:6]2)[CH2:4][CH2:3][CH2:2]1. Given the reactants [CH:1]1([N:5]2[C:9]3[N:10]=[C:11]([CH:17]4[CH2:19][CH2:18]4)[CH:12]=[C:13]([C:14](O)=[O:15])[C:8]=3[C:7]([CH3:20])=[N:6]2)[CH2:4][CH2:3][CH2:2]1.[NH2:21][CH2:22][C:23]1[C:24](=[O:31])[NH:25][C:26]([CH3:30])=[CH:27][C:28]=1[CH3:29].ON1C2N=CC=CC=2N=N1.C(Cl)CCl.CN1CCOCC1, predict the reaction product. (5) Given the reactants C(OCC)(=O)C.[C:7]1([CH2:13][CH2:14][CH2:15][NH:16][C:17]([C:19]2[CH:20]([C:33]3[CH:38]=[CH:37][CH:36]=[C:35]([Cl:39])[CH:34]=3)[NH:21][C:22](=[O:32])[NH:23][C:24]=2[CH2:25][O:26][CH2:27][CH2:28][N:29]=[N+]=[N-])=[O:18])[CH:12]=[CH:11][CH:10]=[CH:9][CH:8]=1, predict the reaction product. The product is: [C:7]1([CH2:13][CH2:14][CH2:15][NH:16][C:17]([C:19]2[CH:20]([C:33]3[CH:38]=[CH:37][CH:36]=[C:35]([Cl:39])[CH:34]=3)[NH:21][C:22](=[O:32])[NH:23][C:24]=2[CH2:25][O:26][CH2:27][CH2:28][NH2:29])=[O:18])[CH:8]=[CH:9][CH:10]=[CH:11][CH:12]=1. (6) The product is: [Cl:19][C:20]1[N:21]=[C:22]([O:12][C:8]2[CH:9]=[C:10]([CH3:11])[C:5]3[CH:4]([CH2:13][C:14]([O:16][CH2:17][CH3:18])=[O:15])[O:3][B:2]([OH:1])[C:6]=3[CH:7]=2)[CH:23]=[CH:24][CH:25]=1. Given the reactants [OH:1][B:2]1[C:6]2[CH:7]=[C:8]([OH:12])[CH:9]=[C:10]([CH3:11])[C:5]=2[CH:4]([CH2:13][C:14]([O:16][CH2:17][CH3:18])=[O:15])[O:3]1.[Cl:19][C:20]1[CH:25]=[CH:24][CH:23]=[C:22]([N+]([O-])=O)[N:21]=1.C(=O)([O-])[O-].[Cs+].[Cs+], predict the reaction product. (7) Given the reactants FC(F)(F)C([N:5]1[CH2:14][CH2:13][C:12]2[C:7](=[CH:8][C:9]([N+:16]([O-:18])=[O:17])=[CH:10][C:11]=2I)[CH2:6]1)=O.[Cl:21][C:22]1[CH:27]=[CH:26][CH:25]=[CH:24][C:23]=1B(O)O.C(=O)([O-])[O-].[K+].[K+].Cl.CO, predict the reaction product. The product is: [Cl:21][C:22]1[CH:27]=[CH:26][CH:25]=[CH:24][C:23]=1[C:11]1[CH:10]=[C:9]([N+:16]([O-:18])=[O:17])[CH:8]=[C:7]2[C:12]=1[CH2:13][CH2:14][NH:5][CH2:6]2.